The task is: Predict the reactants needed to synthesize the given product.. This data is from Full USPTO retrosynthesis dataset with 1.9M reactions from patents (1976-2016). (1) Given the product [Cl:1][C:2]1[CH:7]=[C:6]([CH2:8][CH2:9][CH2:10][OH:30])[N:5]=[C:4]([N:13]2[CH2:17][CH2:16][CH2:15][CH:14]2[C:18]2[O:22][N:21]=[C:20]([C:23]3[CH:28]=[CH:27][CH:26]=[CH:25][N:24]=3)[CH:19]=2)[N:3]=1, predict the reactants needed to synthesize it. The reactants are: [Cl:1][C:2]1[CH:7]=[C:6]([CH2:8][CH2:9][CH:10]=CC)[N:5]=[C:4]([N:13]2[CH2:17][CH2:16][CH2:15][CH:14]2[C:18]2[O:22][N:21]=[C:20]([C:23]3[CH:28]=[CH:27][CH:26]=[CH:25][N:24]=3)[CH:19]=2)[N:3]=1.I([O-])(=O)(=O)=[O:30].[Na+].[BH4-].[Na+]. (2) Given the product [CH:1]1([C:7]2[N:12]([C:13]3[C:14]([Cl:20])=[CH:15][CH:16]=[CH:17][C:18]=3[Cl:19])[C:11](=[O:21])[C:10]([C:35]([NH:36][CH2:51][C:52]([OH:54])=[O:53])=[O:62])=[C:9]([OH:22])[N:8]=2)[CH2:2][CH2:3][CH2:4][CH2:5][CH2:6]1, predict the reactants needed to synthesize it. The reactants are: [CH:1]1([C:7]2[N:12]([C:13]3[C:18]([Cl:19])=[CH:17][CH:16]=[CH:15][C:14]=3[Cl:20])[C:11](=[O:21])[CH:10]=[C:9]([OH:22])[N:8]=2)[CH2:6][CH2:5][CH2:4][CH2:3][CH2:2]1.[Cl-].C[Al+]C.CCCCCC.ClC1C=CC=C(Cl)[C:35]=1[NH2:36].C1(C#N)CCCCC1.C(OCC)(=O)[CH2:51][C:52]([O:54]CC)=[O:53].C[O-:62].[Na+]. (3) Given the product [C:1]([O:5][C:6]([NH:7][CH:8]([C:10]1[CH:15]=[CH:14][C:13]([C:16](=[O:24])[NH:17][C:18]2[CH:23]=[CH:22][N:21]=[CH:20][CH:19]=2)=[CH:12][C:11]=1[C:35]1[CH:34]=[CH:33][CH:32]=[C:31]([CH2:30][C:27]([OH:29])=[O:28])[CH:36]=1)[CH3:9])=[O:26])([CH3:4])([CH3:3])[CH3:2], predict the reactants needed to synthesize it. The reactants are: [C:1]([O:5][C:6](=[O:26])[NH:7][CH:8]([C:10]1[CH:15]=[CH:14][C:13]([C:16](=[O:24])[NH:17][C:18]2[CH:23]=[CH:22][N:21]=[CH:20][CH:19]=2)=[CH:12][C:11]=1Br)[CH3:9])([CH3:4])([CH3:3])[CH3:2].[C:27]([CH2:30][C:31]1[CH:32]=[C:33](B(O)O)[CH:34]=[CH:35][CH:36]=1)([OH:29])=[O:28].